Task: Predict which catalyst facilitates the given reaction.. Dataset: Catalyst prediction with 721,799 reactions and 888 catalyst types from USPTO (1) Reactant: C(OC([N:8]1[C:16]2[C:11](=[CH:12][CH:13]=[CH:14][CH:15]=2)[CH:10]=[C:9]1[C:17]1[N:22]=[C:21]([NH:23][C:24]2[CH:32]=[CH:31][C:27]([C:28]([OH:30])=O)=[CH:26][C:25]=2[O:33][CH3:34])[CH:20]=[N:19][CH:18]=1)=O)(C)(C)C.[NH:35]1[CH2:39][CH2:38][C@@H:37]([NH:40]C(=O)OC(C)(C)C)[CH2:36]1.CN(C(ON1N=NC2C=CC=CC1=2)=[N+](C)C)C.[B-](F)(F)(F)F.[ClH:70].CCOCC. Product: [ClH:70].[ClH:70].[NH2:40][C@@H:37]1[CH2:38][CH2:39][N:35]([C:28]([C:27]2[CH:31]=[CH:32][C:24]([NH:23][C:21]3[CH:20]=[N:19][CH:18]=[C:17]([C:9]4[NH:8][C:16]5[C:11]([CH:10]=4)=[CH:12][CH:13]=[CH:14][CH:15]=5)[N:22]=3)=[C:25]([O:33][CH3:34])[CH:26]=2)=[O:30])[CH2:36]1. The catalyst class is: 121. (2) Reactant: [CH3:1][N:2]1[CH:6]=[C:5]([C:7]2[CH:8]=[C:9]3[C:14](=[CH:15][N:16]=2)[N:13]([C:17]2[C:21]4[CH2:22][NH:23][CH2:24][CH2:25][C:20]=4[N:19]([CH:26]4[CH2:31][CH2:30][O:29][CH2:28][CH2:27]4)[N:18]=2)[CH2:12][CH2:11][CH2:10]3)[CH:4]=[N:3]1.C(N(CC)CC)C.[CH3:39][NH:40][C:41](N1C=CN=C1)=[O:42]. Product: [CH3:39][NH:40][C:41]([N:23]1[CH2:24][CH2:25][C:20]2[N:19]([CH:26]3[CH2:31][CH2:30][O:29][CH2:28][CH2:27]3)[N:18]=[C:17]([N:13]3[C:14]4[C:9](=[CH:8][C:7]([C:5]5[CH:4]=[N:3][N:2]([CH3:1])[CH:6]=5)=[N:16][CH:15]=4)[CH2:10][CH2:11][CH2:12]3)[C:21]=2[CH2:22]1)=[O:42]. The catalyst class is: 2. (3) Reactant: [O:1]=[C:2]1[C@H:6]([O:7][C:8]2[CH:9]=[CH:10][C:11]([C:14]3[S:15][C:16]([C:19](OC)=[O:20])=[CH:17][N:18]=3)=[N:12][CH:13]=2)[CH2:5][CH2:4][NH:3]1.[Li+].[BH4-]. Product: [OH:20][CH2:19][C:16]1[S:15][C:14]([C:11]2[N:12]=[CH:13][C:8]([O:7][C@@H:6]3[CH2:5][CH2:4][NH:3][C:2]3=[O:1])=[CH:9][CH:10]=2)=[N:18][CH:17]=1. The catalyst class is: 1. (4) Reactant: [Cl:1][C:2]1[C:3]2[CH:10]=[CH:9][N:8]([C@@H:11]3[O:26][C@H:25]([CH2:27][O:28]CC4C=CC(Cl)=CC=4Cl)[C@@H:14]([O:15]CC4C=CC(Cl)=CC=4Cl)[C@@:12]3([CH2:38][CH3:39])[OH:13])[C:4]=2[N:5]=[CH:6][N:7]=1.B(Cl)(Cl)Cl. Product: [Cl:1][C:2]1[C:3]2[CH:10]=[CH:9][N:8]([C@@H:11]3[O:26][C@H:25]([CH2:27][OH:28])[C@@H:14]([OH:15])[C@@:12]3([CH2:38][CH3:39])[OH:13])[C:4]=2[N:5]=[CH:6][N:7]=1. The catalyst class is: 4. (5) Reactant: [OH:1][CH2:2][CH2:3][N:4]1[CH2:9][CH2:8][N:7]([C:10]([O:12][C:13]([CH3:16])([CH3:15])[CH3:14])=[O:11])[CH2:6][CH2:5]1.[H-].[Na+].[F:19][C:20]1[CH:27]=[CH:26][CH:25]=[C:24](F)[C:21]=1[C:22]#[N:23]. Product: [C:13]([O:12][C:10]([N:7]1[CH2:8][CH2:9][N:4]([CH2:3][CH2:2][O:1][C:24]2[CH:25]=[CH:26][CH:27]=[C:20]([F:19])[C:21]=2[C:22]#[N:23])[CH2:5][CH2:6]1)=[O:11])([CH3:16])([CH3:15])[CH3:14]. The catalyst class is: 9. (6) Reactant: [NH2:1][C@H:2]([C:4]([OH:6])=[O:5])[CH3:3].[C:7]1([CH3:17])[CH:12]=[CH:11]C(S(O)(=O)=O)=[CH:9][CH:8]=1.C(C(CC)CO)C.CCCC(C)C. Product: [NH2:1][C@@H:2]([CH3:3])[C:4]([O:6][CH2:17][CH:7]([CH2:12][CH3:11])[CH2:8][CH3:9])=[O:5]. The catalyst class is: 11. (7) Reactant: [F:1][CH:2]([F:21])[O:3][C:4]1[C:5]([C:11]2[CH:12]=[N:13][C:14]([C:17]([F:20])([F:19])[F:18])=[N:15][CH:16]=2)=[CH:6][C:7]([CH3:10])=[N:8][CH:9]=1.C1C(=O)N([Br:29])C(=O)C1. Product: [Br:29][CH2:10][C:7]1[CH:6]=[C:5]([C:11]2[CH:16]=[N:15][C:14]([C:17]([F:20])([F:19])[F:18])=[N:13][CH:12]=2)[C:4]([O:3][CH:2]([F:1])[F:21])=[CH:9][N:8]=1. The catalyst class is: 53.